Dataset: Experimentally validated miRNA-target interactions with 360,000+ pairs, plus equal number of negative samples. Task: Binary Classification. Given a miRNA mature sequence and a target amino acid sequence, predict their likelihood of interaction. (1) The miRNA is hsa-miR-127-5p with sequence CUGAAGCUCAGAGGGCUCUGAU. The protein sequence of the target gene is MAESWSGQALQALPATVLGALGSEFLREWEAQDMRVTLFKLLLLWLVLSLLGIQLAWGFYGNTVTGLYHRPGLGGQNGSTPDGSTHFPSWEMAANEPLKTHRE. Result: 0 (no interaction). (2) The miRNA is mmu-miR-6998-3p with sequence AGAGCUGCUCUGUGCCCACACA. The protein sequence of the target gene is MEHPSKMEFFQKLGYDREDVLRVLGKLGEGALVNDVLQELIRTGSRPGALEHPAAPRLVPRGSCGVPDSAQRGPGTALEEDFRTLASSLRPIVIDGSNVAMSHGNKETFSCRGIKLAVDWFRDRGHTYIKVFVPSWRKDPPRADTPIREQHVLAELERQAVLVYTPSRKVHGKRLVCYDDRYIVKVAYEQDGVIVSNDNYRDLQSENPEWKWFIEQRLLMFSFVNDRFMPPDDPLGRHGPSLSNFLSRKPKPPEPSWQHCPYGKKCTYGIKCKFYHPERPHHAQLAVADELRAKTGARPG.... Result: 0 (no interaction). (3) The miRNA is mmu-miR-759 with sequence GCAGAGUGCAAACAAUUUUGAC. The protein sequence of the target gene is MDTNRPGAFVLSSAPLAALHNMAEMKTSLFPYALQGPAGFKAPALGGLGAQLPLGTPHGISDILGRPVGAAGGGLLGGLPRLNGLASSAGVYFGPAAAVARGYPKPLAELPGRPPIFWPGVVQGAPWRDPRLAGPAPAGGVLDKDGKKKHSRPTFSGQQIFALEKTFEQTKYLAGPERARLAYSLGMTESQVKVWFQNRRTKWRKRHAVEMASAKKKQDSDAEKLKVGGSDAEDDDEYNRPLDPNSDDEKITRLLKKHKPSNLALVSPCGGGAGDAL. Result: 0 (no interaction). (4) The miRNA is hsa-miR-4800-3p with sequence CAUCCGUCCGUCUGUCCAC. The protein sequence of the target gene is MAAGDGDVKLGTLGSGSESSNDGGSESPGDAGAAAEGGGWAAAALALLTGGGEMLLNVALVALVLLGAYRLWVRWGRRGLGAGAGAGEESPATSLPRMKKRDFSLEQLRQYDGSRNPRILLAVNGKVFDVTKGSKFYGPAGPYGIFAGRDASRGLATFCLDKDALRDEYDDLSDLNAVQMESVREWEMQFKEKYDYVGRLLKPGEEPSEYTDEEDTKDHNKQD. Result: 0 (no interaction). (5) The miRNA is hsa-miR-4663 with sequence AGCUGAGCUCCAUGGACGUGCAGU. The protein sequence of the target gene is MRPVRLMKVFVTRRIPAEGRVALARAADCEVEQWDSDEPIPAKELERGVAGAHGLLCLLSDHVDKRILDAAGANLKVISTMSVGIDHLALDEIKKRGIRVGYTPDVLTDTTAELAVSLLLTTCRRLPEAIEEVKNGGWTSWKPLWLCGYGLTQSTVGIIGLGRIGQAIARRLKPFGVQRFLYTGRQPRPEEAAEFQAEFVSTPELAAQSDFIVVACSLTPATEGLCNKDFFQKMKETAVFINISRGDVVNQDDLYQALASGKIAAAGLDVTSPEPLPTNHPLLTLKNCVILPHIGSATHR.... Result: 0 (no interaction). (6) The miRNA is cel-miR-74-3p with sequence UGGCAAGAAAUGGCAGUCUACA. Result: 0 (no interaction). The protein sequence of the target gene is MIESDTSSIMSGIIRNSGQNHHPSPQEYRLLATTSDDDLPGDLQSLSWLTAVDVPRLQQMASGRVDLGGPCVPHPHPGALAGVADLHVGATPSPLLHGPAGMAPRGMPGLGPITGHRDSMSQFPVGGQPSSGLQDPPHLYSPATQPQFPLPPGAQQCPPVGLYGPPFGVRPPYPQPHVAVHSSQELHPKHYPKPIYSYSCLIAMALKNSKTGSLPVSEIYSFMKEHFPYFKTAPDGWKNSVRHNLSLNKCFEKVENKMSGSSRKGCLWALNLARIDKMEEEMHKWKRKDLAAIHRSMANP.... (7) The miRNA is hsa-miR-548ah-3p with sequence CAAAAACUGCAGUUACUUUUGC. The protein sequence of the target gene is MPSVCLLLLLFLAVGGALGNRPFRAFVVTDTTLTHLAVHRVTGEVFVGAVNRVFKLAPNLTELRAHVTGPVEDNARCYPPPSMRVCAHRLAPVDNINKLLLIDYAARRLVACGSIWQGICQFLRLDDLFKLGEPHHRKEHYLSGAQEPDSMAGVIVEQGQGPSKLFVGTAVDGKSEYFPTLSSRKLISDEDSADMFSLVYQDEFVSSQIKIPSDTLSLYPAFDIYYIYGFVSASFVYFLTLQLDTQQTLLDTAGEKFFTSKIVRMCAGDSEFYSYVEFPIGCSWRGVEYRLVQSAHLAKP.... Result: 0 (no interaction).